This data is from Catalyst prediction with 721,799 reactions and 888 catalyst types from USPTO. The task is: Predict which catalyst facilitates the given reaction. (1) Reactant: [N:1]([CH:4]([C:19]1[CH:24]=[CH:23][C:22]([Cl:25])=[CH:21][CH:20]=1)[C:5]1[N:9]([CH:10]([CH3:12])[CH3:11])[C:8](Br)=[N:7][C:6]=1[C:14]([O:16][CH2:17][CH3:18])=[O:15])=[N+:2]=[N-:3].[O:26]1[CH2:31][CH:30]=[C:29](B2OC(C)(C)C(C)(C)O2)[CH2:28][CH2:27]1. Product: [N:1]([CH:4]([C:19]1[CH:24]=[CH:23][C:22]([Cl:25])=[CH:21][CH:20]=1)[C:5]1[N:9]([CH:10]([CH3:12])[CH3:11])[C:8]([C:29]2[CH2:30][CH2:31][O:26][CH2:27][CH:28]=2)=[N:7][C:6]=1[C:14]([O:16][CH2:17][CH3:18])=[O:15])=[N+:2]=[N-:3]. The catalyst class is: 161. (2) Reactant: [C:1]1([OH:7])[CH:6]=[CH:5][CH:4]=[CH:3][CH:2]=1.[H-].[Na+].[CH2:10]([O:17][C:18]1[CH:27]=[C:26]2[C:21]([C:22](Cl)=[N:23][CH:24]=[N:25]2)=[CH:20][C:19]=1[O:29][CH3:30])[C:11]1[CH:16]=[CH:15][CH:14]=[CH:13][CH:12]=1.O. Product: [CH2:10]([O:17][C:18]1[CH:27]=[C:26]2[C:21]([C:22]([O:7][C:1]3[CH:6]=[CH:5][CH:4]=[CH:3][CH:2]=3)=[N:23][CH:24]=[N:25]2)=[CH:20][C:19]=1[O:29][CH3:30])[C:11]1[CH:16]=[CH:15][CH:14]=[CH:13][CH:12]=1. The catalyst class is: 37. (3) Reactant: C(OC([N:8]1[CH2:13][CH2:12][N:11]([CH2:14][C:15]2[C:16]([C:39]3[CH:44]=[CH:43][CH:42]=[CH:41][CH:40]=3)=[N:17][C:18]3[C:23]([C:24]=2[C:25]([NH:27][N:28]([C:35]([O:37][CH3:38])=[O:36])[C:29]2[CH:34]=[CH:33][CH:32]=[CH:31][CH:30]=2)=[O:26])=[CH:22][CH:21]=[CH:20][CH:19]=3)[CH2:10][CH2:9]1)=O)(C)(C)C. Product: [C:29]1([N:28]([C:35]([O:37][CH3:38])=[O:36])[NH:27][C:25]([C:24]2[C:23]3[C:18](=[CH:19][CH:20]=[CH:21][CH:22]=3)[N:17]=[C:16]([C:39]3[CH:44]=[CH:43][CH:42]=[CH:41][CH:40]=3)[C:15]=2[CH2:14][N:11]2[CH2:12][CH2:13][NH:8][CH2:9][CH2:10]2)=[O:26])[CH:30]=[CH:31][CH:32]=[CH:33][CH:34]=1. The catalyst class is: 67. (4) Reactant: [NH2:1][C:2]([CH3:6])([CH3:5])[CH2:3][OH:4].C(=O)([O-])[O-].[Na+].[Na+].[Br:13][C:14]1([C:17](Cl)=[O:18])[CH2:16][CH2:15]1.[OH-].[Na+]. Product: [CH3:5][C:2]([NH:1][C:17]([C:14]1([Br:13])[CH2:16][CH2:15]1)=[O:18])([CH3:6])[CH2:3][OH:4]. The catalyst class is: 232. (5) Reactant: [NH2:1][C:2]([C:15]1[C:23]([O:24][CH:25]([F:27])[F:26])=[CH:22][C:21]([CH3:28])=[C:20]2[C:16]=1[CH:17]=[CH:18][N:19]2C(OC(C)(C)C)=O)([C:4]1[NH:8][C:7]2[CH:9]=[CH:10][C:11]([C:13]#[N:14])=[CH:12][C:6]=2[N:5]=1)[CH3:3].C([O-])([O-])=O.[Cs+].[Cs+]. The catalyst class is: 5. Product: [NH2:1][C:2]([C:4]1[NH:8][C:7]2[CH:9]=[CH:10][C:11]([C:13]#[N:14])=[CH:12][C:6]=2[N:5]=1)([C:15]1[C:23]([O:24][CH:25]([F:26])[F:27])=[CH:22][C:21]([CH3:28])=[C:20]2[C:16]=1[CH:17]=[CH:18][NH:19]2)[CH3:3]. (6) Reactant: [CH3:1][S:2]([C:5]1([C:9]#[N:10])[CH2:8][CH2:7][CH2:6]1)(=[O:4])=[O:3].C([Li])CCC.[Br:16][C:17]1[CH:18]=[C:19](/[C:24](=[N:26]/[S@@:27]([C:29]([CH3:32])([CH3:31])[CH3:30])=[O:28])/[CH3:25])[C:20]([F:23])=[N:21][CH:22]=1.C[Al](C)C. Product: [Br:16][C:17]1[CH:18]=[C:19]([C@:24]([NH:26][S:27]([C:29]([CH3:30])([CH3:32])[CH3:31])=[O:28])([CH3:25])[CH2:1][S:2]([C:5]2([C:9]#[N:10])[CH2:8][CH2:7][CH2:6]2)(=[O:4])=[O:3])[C:20]([F:23])=[N:21][CH:22]=1. The catalyst class is: 182. (7) Reactant: [CH3:1][C:2]1[N:6]([C@H:7]2[CH2:13][C@H:12]3[N:14]([CH2:15][CH2:16][C@H:17]([NH:24][C:25]([CH:27]4[CH2:32][CH2:31][C:30]([F:34])([F:33])[CH2:29][CH2:28]4)=[O:26])[C:18]4[CH:19]=[CH:20][CH:21]=[CH:22][CH:23]=4)[C@H:9]([CH2:10][CH2:11]3)[CH2:8]2)[C:5]([CH:35]([CH3:37])[CH3:36])=[N:4][N:3]=1.[P:38](=[O:42])([OH:41])([OH:40])[OH:39]. Product: [CH3:1][C:2]1[N:6]([C@H:7]2[CH2:13][C@H:12]3[N:14]([CH2:15][CH2:16][C@H:17]([NH:24][C:25]([CH:27]4[CH2:28][CH2:29][C:30]([F:34])([F:33])[CH2:31][CH2:32]4)=[O:26])[C:18]4[CH:23]=[CH:22][CH:21]=[CH:20][CH:19]=4)[C@H:9]([CH2:10][CH2:11]3)[CH2:8]2)[C:5]([CH:35]([CH3:37])[CH3:36])=[N:4][N:3]=1.[P:38]([O-:42])([O-:41])([O-:40])=[O:39]. The catalyst class is: 13.